Dataset: Acute oral toxicity (LD50) regression data from Zhu et al.. Task: Regression/Classification. Given a drug SMILES string, predict its toxicity properties. Task type varies by dataset: regression for continuous values (e.g., LD50, hERG inhibition percentage) or binary classification for toxic/non-toxic outcomes (e.g., AMES mutagenicity, cardiotoxicity, hepatotoxicity). Dataset: ld50_zhu. (1) The drug is O=C(C(Cl)(Cl)Cl)C(Cl)(Cl)Cl. The rat oral LD50 is 3.04, given as -log10 of the dose in mol/kg body weight (higher means more acutely toxic). (2) The drug is COc1ccc(O)c(C(C)(C)C)c1C(O)c1ncc([N+](=O)[O-])n1C. The rat oral LD50 is 1.69, given as -log10 of the dose in mol/kg body weight (higher means more acutely toxic).